This data is from Forward reaction prediction with 1.9M reactions from USPTO patents (1976-2016). The task is: Predict the product of the given reaction. (1) Given the reactants [C:1]1(=[O:7])[O:6][C:4](=[O:5])[CH:3]=[CH:2]1.S(OCC)(OCC)(=O)=O.[Cl-].[Al+3].[Cl-].[Cl-].[CH3:21][O:22][C:23]1[CH:28]=[CH:27][CH:26]=[CH:25][C:24]=1[O:29][CH3:30].Cl.[I-].[Na+].Cl[Si](C)(C)C, predict the reaction product. The product is: [CH3:21][O:22][C:23]1[CH:28]=[C:27]([C:4](=[O:5])/[CH:3]=[CH:2]/[C:1]([OH:6])=[O:7])[CH:26]=[CH:25][C:24]=1[O:29][CH3:30]. (2) Given the reactants O[CH2:2][C:3]1[CH:12]=[CH:11][C:10]2[C:5](=[CH:6][CH:7]=[C:8]([CH2:13][CH2:14][CH2:15][CH2:16][N:17]([CH2:21][CH2:22][CH3:23])[CH2:18][CH2:19][CH3:20])[CH:9]=2)[CH:4]=1.C1(P(C2C=CC=CC=2)C2C=CC=CC=2)C=CC=CC=1.[C:43]1(=[O:53])[NH:47][C:46](=[O:48])[C:45]2=[CH:49][CH:50]=[CH:51][CH:52]=[C:44]12.N(C(OCC)=O)=NC(OCC)=O.C1(C)C=CC=CC=1, predict the reaction product. The product is: [C:43]1(=[O:53])[N:47]([CH2:2][C:3]2[CH:12]=[CH:11][C:10]3[C:5](=[CH:6][CH:7]=[C:8]([CH2:13][CH2:14][CH2:15][CH2:16][N:17]([CH2:21][CH2:22][CH3:23])[CH2:18][CH2:19][CH3:20])[CH:9]=3)[CH:4]=2)[C:46](=[O:48])[C:45]2=[CH:49][CH:50]=[CH:51][CH:52]=[C:44]12. (3) Given the reactants C(OC([N:8]1[CH2:13][CH2:12][C@H:11]([C:14]2[CH:35]=[CH:34][C:17]3[C:18]4[N:22]([CH2:23][CH2:24][O:25][C:16]=3[CH:15]=2)[CH:21]=[C:20]([C:26]2[N:27]([CH:31]([CH3:33])[CH3:32])[N:28]=[CH:29][N:30]=2)[N:19]=4)[C@H:10]([OH:36])[CH2:9]1)=O)(C)(C)C.Cl.[CH2:38](Cl)Cl, predict the reaction product. The product is: [CH:31]([N:27]1[C:26]([C:20]2[N:19]=[C:18]3[C:17]4[CH:34]=[CH:35][C:14]([C@H:11]5[CH2:12][CH2:13][NH:8][CH2:9][C@H:10]5[OH:36])=[CH:15][C:16]=4[O:25][CH2:24][CH2:23][N:22]3[CH:21]=2)=[N:30][C:29]([CH3:38])=[N:28]1)([CH3:33])[CH3:32]. (4) Given the reactants [NH2:1][C:2]1[CH:3]=[C:4]([CH:17]=[CH:18][CH:19]=1)[O:5][C:6]1[C:15]2[NH:14][C:13](=[O:16])[CH:12]=[N:11][C:10]=2[N:9]=[CH:8][CH:7]=1.[C:20]([C:24]1[CH:25]=[C:26]([CH:30]=[CH:31][CH:32]=1)[C:27](Cl)=[O:28])([CH3:23])([CH3:22])[CH3:21], predict the reaction product. The product is: [C:20]([C:24]1[CH:25]=[C:26]([CH:30]=[CH:31][CH:32]=1)[C:27]([NH:1][C:2]1[CH:19]=[CH:18][CH:17]=[C:4]([O:5][C:6]2[C:15]3[NH:14][C:13](=[O:16])[CH:12]=[N:11][C:10]=3[N:9]=[CH:8][CH:7]=2)[CH:3]=1)=[O:28])([CH3:23])([CH3:21])[CH3:22]. (5) Given the reactants O=P12OP3(OP(OP(O3)(O1)=O)(=O)O2)=O.CS(O)(=O)=O.C[O:21][C:22](=O)[NH:23][CH2:24][CH2:25][C:26]1[CH:31]=[CH:30][C:29]([O:32][CH3:33])=[CH:28][CH:27]=1, predict the reaction product. The product is: [CH3:33][O:32][C:29]1[CH:30]=[C:31]2[C:26]([CH2:25][CH2:24][NH:23][C:22]2=[O:21])=[CH:27][CH:28]=1. (6) The product is: [F:1][C:2]1[CH:7]=[CH:6][CH:5]=[C:4]([F:8])[C:3]=1[N:9]1[C:14]2[N:15]=[C:16]([N:44]3[CH2:45][CH2:46][CH:41]([N:36]4[CH2:40][CH2:39][CH2:38][CH2:37]4)[CH2:42][CH2:43]3)[N:17]=[C:18]([C:19]3[CH:20]=[C:21]([CH:28]=[CH:29][C:30]=3[CH3:31])[C:22]([NH:24][CH:25]([CH3:27])[CH3:26])=[O:23])[C:13]=2[CH2:12][NH:11][C:10]1=[O:35]. Given the reactants [F:1][C:2]1[CH:7]=[CH:6][CH:5]=[C:4]([F:8])[C:3]=1[N:9]1[C:14]2[N:15]=[C:16](S(C)=O)[N:17]=[C:18]([C:19]3[CH:20]=[C:21]([CH:28]=[CH:29][C:30]=3[CH3:31])[C:22]([NH:24][CH:25]([CH3:27])[CH3:26])=[O:23])[C:13]=2[CH2:12][NH:11][C:10]1=[O:35].[N:36]1([CH:41]2[CH2:46][CH2:45][NH:44][CH2:43][CH2:42]2)[CH2:40][CH2:39][CH2:38][CH2:37]1, predict the reaction product.